This data is from Peptide-MHC class II binding affinity with 134,281 pairs from IEDB. The task is: Regression. Given a peptide amino acid sequence and an MHC pseudo amino acid sequence, predict their binding affinity value. This is MHC class II binding data. The binding affinity (normalized) is 0.131. The peptide sequence is SLFIGLKGDIRESTV. The MHC is DRB1_1501 with pseudo-sequence DRB1_1501.